This data is from Full USPTO retrosynthesis dataset with 1.9M reactions from patents (1976-2016). The task is: Predict the reactants needed to synthesize the given product. Given the product [CH:1]1([CH2:4][NH:5][C:6]([C:8]2[CH:11]=[C:12]([C:15]3[CH:16]=[CH:17][C:18]([C:73]([NH:48][CH2:43][CH:44]4[CH2:45][CH2:46]4)=[O:74])=[CH:19][CH:20]=3)[C:13]([CH3:62])=[CH:14][CH:9]=2)=[O:7])[CH2:2][CH2:3]1, predict the reactants needed to synthesize it. The reactants are: [CH:1]1([CH2:4][NH:5][C:6]([CH2:8][C:9]2[CH:14]=[CH:13][C:12]([C:15]3[CH:20]=[CH:19][CH:18]=[C:17](C(O)=O)[CH:16]=3)=[CH:11]C=2)=[O:7])[CH2:3][CH2:2]1.C1CN([P+](ON2N=[N:48][C:43]3[CH:44]=[CH:45][CH:46]=CC2=3)(N2CCCC2)N2CCCC2)CC1.F[P-](F)(F)(F)(F)F.C1(CN)CC1.[CH3:62]CN(C(C)C)C(C)C.C1C[O:74][CH2:73]C1.